This data is from Forward reaction prediction with 1.9M reactions from USPTO patents (1976-2016). The task is: Predict the product of the given reaction. Given the reactants Br[C:2]1[CH:3]=[C:4]([C:14]([OH:16])=[O:15])[CH:5]=[N:6][C:7]=1[O:8][CH2:9][C:10]([F:13])([F:12])[F:11].[C:17]([C:19]1[CH:24]=[CH:23][C:22](B(O)O)=[CH:21][CH:20]=1)#[N:18], predict the reaction product. The product is: [C:17]([C:19]1[CH:24]=[CH:23][C:22]([C:2]2[C:7]([O:8][CH2:9][C:10]([F:13])([F:12])[F:11])=[N:6][CH:5]=[C:4]([CH:3]=2)[C:14]([OH:16])=[O:15])=[CH:21][CH:20]=1)#[N:18].